This data is from Catalyst prediction with 721,799 reactions and 888 catalyst types from USPTO. The task is: Predict which catalyst facilitates the given reaction. (1) Reactant: [Cl:1][C:2]1[CH:7]=[C:6]([Cl:8])[C:5]([O:9][CH3:10])=[CH:4][C:3]=1[NH:11][C:12]1[C:21]2[C:16](=[CH:17][C:18](F)=[C:19]([O:22][CH2:23][CH3:24])[CH:20]=2)[N:15]=[CH:14][C:13]=1[C:26]#[N:27].[CH3:28][N:29]1[CH2:34][CH2:33][N:32]([CH2:35][CH2:36][OH:37])[CH2:31][CH2:30]1.[H-].[Na+].O. Product: [Cl:1][C:2]1[CH:7]=[C:6]([Cl:8])[C:5]([O:9][CH3:10])=[CH:4][C:3]=1[NH:11][C:12]1[C:21]2[C:16](=[CH:17][C:18]([O:37][CH2:36][CH2:35][N:32]3[CH2:33][CH2:34][N:29]([CH3:28])[CH2:30][CH2:31]3)=[C:19]([O:22][CH2:23][CH3:24])[CH:20]=2)[N:15]=[CH:14][C:13]=1[C:26]#[N:27]. The catalyst class is: 9. (2) Reactant: [CH3:1][O:2][C:3]([C:5]#[C:6][C:7]([O:9][CH3:10])=[O:8])=[O:4].[NH2:11][NH2:12]. Product: [CH3:1][O:2][C:3](=[O:4])/[C:5](/[NH:11][NH2:12])=[CH:6]\[C:7]([O:9][CH3:10])=[O:8]. The catalyst class is: 385. (3) Reactant: [CH3:1][O:2][CH2:3][CH2:4][N:5]1[C:13]2[C:8](=[CH:9][C:10]([C:14]([O:16]C)=[O:15])=[CH:11][CH:12]=2)[CH:7]=[CH:6]1.[OH-].[Na+].Cl. Product: [CH3:1][O:2][CH2:3][CH2:4][N:5]1[C:13]2[C:8](=[CH:9][C:10]([C:14]([OH:16])=[O:15])=[CH:11][CH:12]=2)[CH:7]=[CH:6]1. The catalyst class is: 5.